This data is from Retrosynthesis with 50K atom-mapped reactions and 10 reaction types from USPTO. The task is: Predict the reactants needed to synthesize the given product. (1) Given the product Nc1ccc(C(=O)N2CCNCC2)cc1Cl, predict the reactants needed to synthesize it. The reactants are: CC(C)(C)OC(=O)N1CCN(C(=O)c2ccc(N)c(Cl)c2)CC1. (2) Given the product CCn1nc(NC(=O)C(C)(C)S(=O)(=O)CC2CC2)nc1-c1ccc(OC)cc1, predict the reactants needed to synthesize it. The reactants are: CC(C)(C(=O)O)S(=O)(=O)CC1CC1.CCn1nc(N)nc1-c1ccc(OC)cc1.